From a dataset of Full USPTO retrosynthesis dataset with 1.9M reactions from patents (1976-2016). Predict the reactants needed to synthesize the given product. Given the product [CH3:1][O:2][C:3]1[C:11]2[N:10]=[CH:9][N:8]([CH:12]3[CH2:17][CH2:16][CH2:15][CH2:14][O:13]3)[C:7]=2[CH:6]=[CH:5][C:4]=1[CH:18]=[O:27], predict the reactants needed to synthesize it. The reactants are: [CH3:1][O:2][C:3]1[C:11]2[N:10]=[CH:9][N:8]([CH:12]3[CH2:17][CH2:16][CH2:15][CH2:14][O:13]3)[C:7]=2[CH:6]=[CH:5][C:4]=1[CH:18]=CC1C=CC=CC=1.I([O-])(=O)(=O)=[O:27].[Na+].